From a dataset of Forward reaction prediction with 1.9M reactions from USPTO patents (1976-2016). Predict the product of the given reaction. (1) Given the reactants [H-].[Na+].[CH3:3][N:4]1[CH2:9][CH2:8][CH2:7][NH:6][C:5]1=[O:10].Br[CH2:12][C:13]1[CH:18]=[CH:17][C:16]([CH2:19][Br:20])=[CH:15][CH:14]=1, predict the reaction product. The product is: [Br:20][CH2:19][C:16]1[CH:17]=[CH:18][C:13]([CH2:12][N:6]2[CH2:7][CH2:8][CH2:9][N:4]([CH3:3])[C:5]2=[O:10])=[CH:14][CH:15]=1. (2) Given the reactants [Cl-].[Ce+3].[Cl-].[Cl-].[BH4-:5].[Na+].[C:7]([C:11]1[CH:16]=[CH:15][C:14]([PH:17](=O)[C:18]2[CH:23]=[CH:22][C:21]([C:24]([CH3:27])([CH3:26])[CH3:25])=[CH:20][CH:19]=2)=[CH:13][CH:12]=1)([CH3:10])([CH3:9])[CH3:8].[H-].[Al+3].[Li+].[H-].[H-].[H-].Cl, predict the reaction product. The product is: [C:24]([C:21]1[CH:22]=[CH:23][C:18]([PH:17][C:14]2[CH:13]=[CH:12][C:11]([C:7]([CH3:10])([CH3:9])[CH3:8])=[CH:16][CH:15]=2)=[CH:19][CH:20]=1)([CH3:27])([CH3:26])[CH3:25].[BH3:5].